This data is from Catalyst prediction with 721,799 reactions and 888 catalyst types from USPTO. The task is: Predict which catalyst facilitates the given reaction. Reactant: [CH2:1]([O:8][C:9]1[C:18]2[C:13](=[CH:14][CH:15]=[CH:16][CH:17]=2)[N:12]=[C:11]([CH2:19][O:20][C:21]2[N:26]=[CH:25][C:24](Br)=[CH:23][N:22]=2)[C:10]=1[CH3:28])[C:2]1[CH:7]=[CH:6][CH:5]=[CH:4][CH:3]=1.CN([CH:32]=[O:33])C.[CH3:34][OH:35].C(N(CC)CC)C. Product: [CH2:1]([O:8][C:9]1[C:18]2[C:13](=[CH:14][CH:15]=[CH:16][CH:17]=2)[N:12]=[C:11]([CH2:19][O:20][C:21]2[N:26]=[CH:25][C:24]([C:34]([O:33][CH3:32])=[O:35])=[CH:23][N:22]=2)[C:10]=1[CH3:28])[C:2]1[CH:7]=[CH:6][CH:5]=[CH:4][CH:3]=1. The catalyst class is: 189.